The task is: Predict the reactants needed to synthesize the given product.. This data is from Full USPTO retrosynthesis dataset with 1.9M reactions from patents (1976-2016). (1) Given the product [C:22]([O:8][C@@H:7]1[O:9][C@H:10]([CH2:16][O:17][C:18](=[O:20])[CH3:19])[C@H:11]([O:12][C:13](=[O:15])[CH3:14])[C@H:5]([O:4][C:1](=[O:3])[CH3:2])[C@H:6]1[F:21])(=[O:24])[CH3:23], predict the reactants needed to synthesize it. The reactants are: [C:1]([O:4][C@H:5]1[C@@H:11]([O:12][C:13](=[O:15])[CH3:14])[C@@H:10]([CH2:16][O:17][C:18](=[O:20])[CH3:19])[O:9][CH:7]([OH:8])[C@@H:6]1[F:21])(=[O:3])[CH3:2].[C:22](OC(=O)C)(=[O:24])[CH3:23]. (2) Given the product [CH2:1]([C:3]1[N:8]=[C:7]2[S:9][C:10]3[CH2:15][CH2:14][CH2:13][CH2:12][C:11]=3[C:6]2=[C:5]([C:16]2[CH:17]=[CH:18][C:19]([CH3:22])=[CH:20][CH:21]=2)[C:4]=1[CH:23]([CH2:40][CH2:39][CH3:43])[C:24]([O:26][CH2:27][CH3:28])=[O:25])[CH3:2], predict the reactants needed to synthesize it. The reactants are: [CH2:1]([C:3]1[N:8]=[C:7]2[S:9][C:10]3[CH2:15][CH2:14][CH2:13][CH2:12][C:11]=3[C:6]2=[C:5]([C:16]2[CH:21]=[CH:20][C:19]([CH3:22])=[CH:18][CH:17]=2)[C:4]=1[CH2:23][C:24]([O:26][CH2:27][CH3:28])=[O:25])[CH3:2].[Li+].C[Si]([N-][Si](C)(C)C)(C)C.[CH2:39]1[CH2:43]OC[CH2:40]1.C(I)CC.